Dataset: Forward reaction prediction with 1.9M reactions from USPTO patents (1976-2016). Task: Predict the product of the given reaction. (1) Given the reactants [NH2:1][C:2]1[CH:7]=[N:6][CH:5]=[CH:4][N:3]=1.Br[CH2:9][C:10]([C:12]([F:15])([F:14])[F:13])=O, predict the reaction product. The product is: [F:13][C:12]([F:15])([F:14])[C:10]1[N:1]=[C:2]2[CH:7]=[N:6][CH:5]=[CH:4][N:3]2[CH:9]=1. (2) Given the reactants [H-].[Na+].[NH:3]1[C:11]2[C:6](=[CH:7][C:8]([C:12]([OH:14])=[O:13])=[CH:9][CH:10]=2)[CH:5]=[C:4]1[C:15]([OH:17])=[O:16].[CH2:18](Br)[CH2:19][CH3:20], predict the reaction product. The product is: [CH2:18]([N:3]1[C:11]2[C:6](=[CH:7][C:8]([C:12]([OH:14])=[O:13])=[CH:9][CH:10]=2)[CH:5]=[C:4]1[C:15]([OH:17])=[O:16])[CH2:19][CH3:20]. (3) The product is: [C:8]([NH:16][C:17]1([CH2:18][CH2:19][S:20][CH3:21])[CH2:5][O:4][CH2:1][O:23][C:22]1=[O:24])(=[O:15])[C:9]1[CH:10]=[CH:11][CH:12]=[CH:13][CH:14]=1. Given the reactants [C:1]([O:4][C:5](=O)C)(=O)C.[C:8]([NH:16][C@H:17]([C:22]([OH:24])=[O:23])[CH2:18][CH2:19][S:20][CH3:21])(=[O:15])[C:9]1[CH:14]=[CH:13][CH:12]=[CH:11][CH:10]=1, predict the reaction product. (4) The product is: [N:16]1([C:9]([O:11][C:12]([CH3:13])([CH3:14])[CH3:15])=[O:10])[CH2:23][CH2:22][CH2:21][C@H:17]1[C:18]([O:20][C:32]([CH3:34])([CH3:33])[CH3:31])=[O:19]. Given the reactants [CH3:13][C:12]([O:11][C:9](O[C:9]([O:11][C:12]([CH3:15])([CH3:14])[CH3:13])=[O:10])=[O:10])([CH3:15])[CH3:14].[NH:16]1[CH2:23][CH2:22][CH2:21][C@H:17]1[C:18]([OH:20])=[O:19].CCN(CC)CC.[CH3:31][C:32](OC)([CH3:34])[CH3:33], predict the reaction product. (5) Given the reactants C(#N)C.[N+:4]([C:7]1[CH:12]=[CH:11][CH:10]=[CH:9][C:8]=1[CH:13]([NH:15][CH2:16][C:17]#[N:18])[CH3:14])([O-:6])=[O:5].C([O-])(O)=O.[Na+].Cl[C:25]([O:27][CH2:28][CH3:29])=[O:26], predict the reaction product. The product is: [C:17]([CH2:16][N:15]([CH:13]([C:8]1[CH:9]=[CH:10][CH:11]=[CH:12][C:7]=1[N+:4]([O-:6])=[O:5])[CH3:14])[C:25](=[O:26])[O:27][CH2:28][CH3:29])#[N:18]. (6) Given the reactants [OH:1][C:2]1[C:17]([CH:18]=[N:19]O)=[C:6]2[CH:7]=[C:8]([C:10]3[CH:15]=[CH:14][C:13]([OH:16])=[CH:12][CH:11]=3)[O:9][C:5]2=[C:4]([O:21][CH3:22])[CH:3]=1.[H-].[Na+].[OH-].[Na+].Cl, predict the reaction product. The product is: [OH:1][C:2]1[C:17]([C:18]#[N:19])=[C:6]2[CH:7]=[C:8]([C:10]3[CH:11]=[CH:12][C:13]([OH:16])=[CH:14][CH:15]=3)[O:9][C:5]2=[C:4]([O:21][CH3:22])[CH:3]=1. (7) Given the reactants [CH3:1][N:2]1[CH2:6][CH2:5][C:4]([C:8]#[C:9][Si](C(C)C)(C(C)C)C(C)C)([OH:7])[CH2:3]1.[F-].C([N+](CCCC)(CCCC)CCCC)CCC, predict the reaction product. The product is: [C:8]([C:4]1([OH:7])[CH2:5][CH2:6][N:2]([CH3:1])[CH2:3]1)#[CH:9]. (8) Given the reactants [Cl:1][C:2]1[CH:25]=[CH:24][C:5]([CH2:6][NH:7][C:8]([C:10]2[C:11](=[O:23])[C:12]3[S:19][C:18]([CH2:20]Cl)=[C:17]([CH3:22])[C:13]=3[N:14]([CH3:16])[CH:15]=2)=[O:9])=[CH:4][CH:3]=1.[CH3:26][NH:27][CH2:28][C@H:29]([C:31]1[N:36]=[CH:35][CH:34]=[CH:33][N:32]=1)[OH:30].C(N(C(C)C)CC)(C)C, predict the reaction product. The product is: [Cl:1][C:2]1[CH:25]=[CH:24][C:5]([CH2:6][NH:7][C:8]([C:10]2[C:11](=[O:23])[C:12]3[S:19][C:18]([CH2:20][N:27]([CH2:28][C@@H:29]([OH:30])[C:31]4[N:32]=[CH:33][CH:34]=[CH:35][N:36]=4)[CH3:26])=[C:17]([CH3:22])[C:13]=3[N:14]([CH3:16])[CH:15]=2)=[O:9])=[CH:4][CH:3]=1.